From a dataset of Forward reaction prediction with 1.9M reactions from USPTO patents (1976-2016). Predict the product of the given reaction. (1) Given the reactants [Cl:1][C:2]1[C:3]([F:32])=[C:4]([CH:29]=[CH:30][CH:31]=1)[NH:5][C:6]1[C:15]2[C:10](=[CH:11][C:12]([O:27][CH3:28])=[C:13]([O:16][CH2:17][C@@H:18]3[CH2:22][CH2:21][CH2:20][N:19]3[C:23](=[O:26])[CH2:24]Cl)[CH:14]=2)[N:9]=[CH:8][N:7]=1.[CH3:33][N:34]1[CH2:39][CH2:38][NH:37][CH2:36][CH2:35]1, predict the reaction product. The product is: [Cl:1][C:2]1[C:3]([F:32])=[C:4]([CH:29]=[CH:30][CH:31]=1)[NH:5][C:6]1[C:15]2[C:10](=[CH:11][C:12]([O:27][CH3:28])=[C:13]([O:16][CH2:17][C@@H:18]3[CH2:22][CH2:21][CH2:20][N:19]3[C:23](=[O:26])[CH2:24][N:37]3[CH2:38][CH2:39][N:34]([CH3:33])[CH2:35][CH2:36]3)[CH:14]=2)[N:9]=[CH:8][N:7]=1. (2) The product is: [O:35]1[CH2:34][CH2:33][N:32]([C:30]2[CH:29]=[CH:28][N:27]=[C:26]([C:13]3[C:12]4[C:16](=[CH:17][CH:18]=[C:10]([C:8]5[S:9][C:5]([NH2:38])=[N:6][N:7]=5)[CH:11]=4)[NH:15][CH:14]=3)[N:31]=2)[CH2:37][CH2:36]1. Given the reactants CS([C:5]1[S:9][C:8]([C:10]2[CH:11]=[C:12]3[C:16](=[CH:17][CH:18]=2)[N:15](C(OC(C)(C)C)=O)[CH:14]=[C:13]3[C:26]2[N:31]=[C:30]([N:32]3[CH2:37][CH2:36][O:35][CH2:34][CH2:33]3)[CH:29]=[CH:28][N:27]=2)=[N:7][N:6]=1)(=O)=O.[NH3:38].O, predict the reaction product. (3) Given the reactants [F:1][C:2]1[CH:7]=[CH:6][CH:5]=[CH:4][C:3]=1B(O)O.Br[C:12]1[CH:17]=[CH:16][C:15]([Br:18])=[CH:14][N:13]=1.C(=O)([O-])[O-].[Na+].[Na+].C(OCC)(=O)C, predict the reaction product. The product is: [Br:18][C:15]1[CH:16]=[CH:17][C:12]([C:3]2[CH:4]=[CH:5][CH:6]=[CH:7][C:2]=2[F:1])=[N:13][CH:14]=1. (4) Given the reactants [CH2:1]([O:8][C:9](=[O:33])[C@@H:10]([NH:20][C:21](=[O:32])[C@@H:22]([NH:24]C(OC(C)(C)C)=O)[CH3:23])[CH2:11][C:12]1[CH:17]=[CH:16][C:15]([O:18][CH3:19])=[CH:14][CH:13]=1)[C:2]1[CH:7]=[CH:6][CH:5]=[CH:4][CH:3]=1.FC(F)(F)C(O)=O.C(N(CC)C(C)C)(C)C.[C:50]1([S:56](Cl)(=[O:58])=[O:57])[CH:55]=[CH:54][CH:53]=[CH:52][CH:51]=1, predict the reaction product. The product is: [CH2:1]([O:8][C:9](=[O:33])[C@@H:10]([NH:20][C:21](=[O:32])[C@@H:22]([NH:24][S:56]([C:50]1[CH:55]=[CH:54][CH:53]=[CH:52][CH:51]=1)(=[O:58])=[O:57])[CH3:23])[CH2:11][C:12]1[CH:17]=[CH:16][C:15]([O:18][CH3:19])=[CH:14][CH:13]=1)[C:2]1[CH:7]=[CH:6][CH:5]=[CH:4][CH:3]=1. (5) Given the reactants [Cl:1][C:2]1[CH:28]=[CH:27][C:5]([O:6][C:7]2[CH:12]=[CH:11][C:10]([NH:13][CH:14]3[CH2:19][CH2:18][N:17](C(OC(C)(C)C)=O)[CH2:16][CH2:15]3)=[CH:9][CH:8]=2)=[CH:4][CH:3]=1.Cl.O1CCOCC1, predict the reaction product. The product is: [ClH:1].[Cl:1][C:2]1[CH:28]=[CH:27][C:5]([O:6][C:7]2[CH:8]=[CH:9][C:10]([NH:13][CH:14]3[CH2:19][CH2:18][NH:17][CH2:16][CH2:15]3)=[CH:11][CH:12]=2)=[CH:4][CH:3]=1. (6) Given the reactants CC1C=C(C)C=C(C)C=1S([O:13][C:14]1[CH:19]=[CH:18][C:17]([CH2:20][C:21]2[C:22](OS(C3C(C)=CC(C)=CC=3C)(=O)=O)=[N:23][C:24]([NH2:28])=[N:25][C:26]=2[CH3:27])=[C:16]([O:42][CH3:43])[CH:15]=1)(=O)=O.[CH2:44]([NH2:49])[CH2:45][CH2:46][CH2:47][CH3:48], predict the reaction product. The product is: [NH2:28][C:24]1[N:25]=[C:26]([CH3:27])[C:21]([CH2:20][C:17]2[CH:18]=[CH:19][C:14]([OH:13])=[CH:15][C:16]=2[O:42][CH3:43])=[C:22]([NH:49][CH2:44][CH2:45][CH2:46][CH2:47][CH3:48])[N:23]=1. (7) Given the reactants [F:1][C:2]([F:27])([F:26])[C:3]1[CH:21]=[C:20]([C:22]([F:25])([F:24])[F:23])[CH:19]=[CH:18][C:4]=1[CH2:5][N:6]1[C:14]2[C:9](=[CH:10][C:11]([CH:15]=[O:16])=[CH:12][CH:13]=2)[C:8](I)=[N:7]1.[Cu][C:29]#[N:30], predict the reaction product. The product is: [F:1][C:2]([F:27])([F:26])[C:3]1[CH:21]=[C:20]([C:22]([F:25])([F:24])[F:23])[CH:19]=[CH:18][C:4]=1[CH2:5][N:6]1[C:14]2[C:9](=[CH:10][C:11]([CH:15]=[O:16])=[CH:12][CH:13]=2)[C:8]([C:29]#[N:30])=[N:7]1. (8) The product is: [Cl:1][C:2]1[N:3]=[C:4]([N:11]2[CH2:12][CH2:13][O:14][CH2:15][CH2:16]2)[C:5]2[S:10][C:9]([I:17])=[N:8][C:6]=2[N:7]=1. Given the reactants [Cl:1][C:2]1[N:3]=[C:4]([N:11]2[CH2:16][CH2:15][O:14][CH2:13][CH2:12]2)[C:5]2[S:10][CH:9]=[N:8][C:6]=2[N:7]=1.[I:17]I.C[Si]([N-][Si](C)(C)C)(C)C.[K+].O, predict the reaction product.